This data is from Peptide-MHC class I binding affinity with 185,985 pairs from IEDB/IMGT. The task is: Regression. Given a peptide amino acid sequence and an MHC pseudo amino acid sequence, predict their binding affinity value. This is MHC class I binding data. (1) The peptide sequence is DEFVADIPS. The MHC is HLA-B18:01 with pseudo-sequence HLA-B18:01. The binding affinity (normalized) is 1.00. (2) The peptide sequence is LPVNVAFEL. The MHC is HLA-B53:01 with pseudo-sequence HLA-B53:01. The binding affinity (normalized) is 0.784. (3) The peptide sequence is KINIFMAFL. The MHC is HLA-C14:02 with pseudo-sequence HLA-C14:02. The binding affinity (normalized) is 0.0847. (4) The peptide sequence is ALNIALIAV. The MHC is HLA-A02:03 with pseudo-sequence HLA-A02:03. The binding affinity (normalized) is 1.00. (5) The peptide sequence is RPMTFKAAV. The MHC is HLA-A32:01 with pseudo-sequence HLA-A32:01. The binding affinity (normalized) is 0. (6) The MHC is HLA-B40:01 with pseudo-sequence HLA-B40:01. The binding affinity (normalized) is 0.391. The peptide sequence is KEEQDQQYI. (7) The peptide sequence is MINKLYGYA. The MHC is HLA-A02:06 with pseudo-sequence HLA-A02:06. The binding affinity (normalized) is 0.373.